The task is: Predict the reactants needed to synthesize the given product.. This data is from Full USPTO retrosynthesis dataset with 1.9M reactions from patents (1976-2016). (1) Given the product [Br:1][C:2]1[CH:7]=[N:6][C:5]([NH:8][C:9]2[CH:10]=[CH:11][C:12]([CH2:15][C:16]([N:27]([O:26][CH3:22])[CH3:28])=[O:18])=[CH:13][CH:14]=2)=[N:4][CH:3]=1, predict the reactants needed to synthesize it. The reactants are: [Br:1][C:2]1[CH:3]=[N:4][C:5]([NH:8][C:9]2[CH:14]=[CH:13][C:12]([CH2:15][C:16]([OH:18])=O)=[CH:11][CH:10]=2)=[N:6][CH:7]=1.CN([C:22]([O:26][N:27]1N=NC2C=CC=N[C:28]1=2)=[N+](C)C)C.F[P-](F)(F)(F)(F)F.CNOC.C(N(C(C)C)CC)(C)C. (2) Given the product [C:16]1([C:3]2([CH2:2][O:1][CH2:23][C:24]3[CH:25]=[C:26]([C:41]([F:44])([F:42])[F:43])[CH:27]=[C:28]4[C:32]=3[N:31]([CH2:33][O:34][CH2:35][CH2:36][Si:37]([CH3:38])([CH3:39])[CH3:40])[N:30]=[CH:29]4)[CH2:8][CH2:7][N:6]([C:9]([O:11][C:12]([CH3:14])([CH3:15])[CH3:13])=[O:10])[CH2:5][CH2:4]2)[CH:17]=[CH:18][CH:19]=[CH:20][CH:21]=1, predict the reactants needed to synthesize it. The reactants are: [OH:1][CH2:2][C:3]1([C:16]2[CH:21]=[CH:20][CH:19]=[CH:18][CH:17]=2)[CH2:8][CH2:7][N:6]([C:9]([O:11][C:12]([CH3:15])([CH3:14])[CH3:13])=[O:10])[CH2:5][CH2:4]1.Br[CH2:23][C:24]1[CH:25]=[C:26]([C:41]([F:44])([F:43])[F:42])[CH:27]=[C:28]2[C:32]=1[N:31]([CH2:33][O:34][CH2:35][CH2:36][Si:37]([CH3:40])([CH3:39])[CH3:38])[N:30]=[CH:29]2.[H-].[Na+]. (3) Given the product [S:4]1[CH:5]=[C:6]([C:9]#[N:10])[C:2]([C:13]#[N:14])=[CH:3]1, predict the reactants needed to synthesize it. The reactants are: Br[C:2]1[C:6](Br)=[CH:5][S:4][CH:3]=1.[Cu](C#N)[C:9]#[N:10].[CH3:13][N:14](C)C=O. (4) Given the product [OH:1][C@H:2]([C:13]1[CH:21]=[CH:20][C:19]2[C:18](=[O:22])[O:17][CH2:16][C:15]=2[C:14]=1[CH3:23])[CH2:3][N:4]1[CH2:5][CH2:6][CH:7]([C:10]([NH:53][C:52]2[S:48][N:49]=[CH:50][CH:51]=2)=[O:11])[CH2:8][CH2:9]1, predict the reactants needed to synthesize it. The reactants are: [OH:1][C@H:2]([C:13]1[C:14]([CH3:23])=[C:15]2[C:19](=[CH:20][CH:21]=1)[C:18](=[O:22])[O:17][CH2:16]2)[CH2:3][N:4]1[CH2:9][CH2:8][CH:7]([C:10](O)=[O:11])[CH2:6][CH2:5]1.CN(C(ON1N=NC2C=CC=CC1=2)=[N+](C)C)C.F[P-](F)(F)(F)(F)F.[S:48]1[C:52]([NH2:53])=[CH:51][CH:50]=[N:49]1.C(N(C(C)C)CC)(C)C. (5) Given the product [F:18][C:17]1[C:12]([N:9]2[C:10]([CH3:11])=[C:6]([C:4]([OH:5])=[O:3])[CH:7]=[N:8]2)=[N:13][CH:14]=[C:15]([C:19]([F:22])([F:20])[F:21])[CH:16]=1, predict the reactants needed to synthesize it. The reactants are: C([O:3][C:4]([C:6]1[CH:7]=[N:8][N:9]([C:12]2[C:17]([F:18])=[CH:16][C:15]([C:19]([F:22])([F:21])[F:20])=[CH:14][N:13]=2)[C:10]=1[CH3:11])=[O:5])C.[OH-].[Na+]. (6) The reactants are: [F:1][C:2]1[C:3]([C:8](O)=[O:9])=[N:4][N:5]([CH3:7])[CH:6]=1.C(N(CC)CC)C.C(OC(Cl)=O)C(C)C.[BH4-].[Na+]. Given the product [F:1][C:2]1[C:3]([CH2:8][OH:9])=[N:4][N:5]([CH3:7])[CH:6]=1, predict the reactants needed to synthesize it. (7) Given the product [NH2:1][CH2:4][C:5]([C:7]1[CH:12]=[CH:11][CH:10]=[C:9]([O:13][C:14]([F:15])([F:16])[F:17])[CH:8]=1)=[O:6], predict the reactants needed to synthesize it. The reactants are: [N:1]([CH2:4][C:5]([C:7]1[CH:12]=[CH:11][CH:10]=[C:9]([O:13][C:14]([F:17])([F:16])[F:15])[CH:8]=1)=[O:6])=[N+]=[N-].